From a dataset of Reaction yield outcomes from USPTO patents with 853,638 reactions. Predict the reaction yield, written as a fraction of the theoretical maximum amount of product (1.0 means a 100% yield; for example, 0.34 means a 34% yield). (1) The reactants are [N:1]1[N:2]=[C:3]([NH:6][CH:7]2[CH2:10][CH:9]([C:11]([O:13][CH2:14][CH3:15])=[O:12])[CH2:8]2)[NH:4][CH:5]=1.[C:16]([C:18]1[CH:23]=[CH:22][CH:21]=[CH:20][C:19]=1[C:24]1[CH:29]=[CH:28][C:27]([CH2:30][CH:31]([C:37](=O)[CH2:38][CH2:39][CH3:40])[C:32](OCC)=[O:33])=[C:26]([F:42])[CH:25]=1)#[N:17].C(N(CC)C1C=CC=CC=1)C.Cl. No catalyst specified. The product is [C:16]([C:18]1[CH:23]=[CH:22][CH:21]=[CH:20][C:19]=1[C:24]1[CH:29]=[CH:28][C:27]([CH2:30][C:31]2[C:32](=[O:33])[N:6]([CH:7]3[CH2:8][CH:9]([C:11]([O:13][CH2:14][CH3:15])=[O:12])[CH2:10]3)[C:3]3[N:2]([N:1]=[CH:5][N:4]=3)[C:37]=2[CH2:38][CH2:39][CH3:40])=[C:26]([F:42])[CH:25]=1)#[N:17]. The yield is 0.410. (2) The reactants are [Cl-].O[NH3+:3].[C:4](=[O:7])([O-])[OH:5].[Na+].CS(C)=O.[CH:13]1([CH2:16][O:17][C:18]2[CH:23]=[CH:22][C:21]([N:24]3[C:29](=[O:30])[C:28]([CH2:31][C:32]4[CH:37]=[CH:36][C:35]([C:38]5[C:39]([C:44]#[N:45])=[CH:40][CH:41]=[CH:42][CH:43]=5)=[CH:34][CH:33]=4)=[C:27]([CH2:46][CH2:47][CH3:48])[N:26]=[C:25]3[CH3:49])=[CH:20][C:19]=2[F:50])[CH2:15][CH2:14]1. The catalyst is O.C(OCC)(=O)C. The product is [CH:13]1([CH2:16][O:17][C:18]2[CH:23]=[CH:22][C:21]([N:24]3[C:29](=[O:30])[C:28]([CH2:31][C:32]4[CH:37]=[CH:36][C:35]([C:38]5[CH:43]=[CH:42][CH:41]=[CH:40][C:39]=5[C:44]5[NH:3][C:4](=[O:7])[O:5][N:45]=5)=[CH:34][CH:33]=4)=[C:27]([CH2:46][CH2:47][CH3:48])[N:26]=[C:25]3[CH3:49])=[CH:20][C:19]=2[F:50])[CH2:15][CH2:14]1. The yield is 0.700.